This data is from Full USPTO retrosynthesis dataset with 1.9M reactions from patents (1976-2016). The task is: Predict the reactants needed to synthesize the given product. (1) Given the product [Br:22][C:13]1[C:12]2=[CH:19][N:9]([C:3]3[C:2]([Cl:1])=[CH:7][CH:6]=[CH:5][C:4]=3[Cl:8])[N:10]=[C:11]2[C:16]([F:17])=[CH:15][N:14]=1, predict the reactants needed to synthesize it. The reactants are: [Cl:1][C:2]1[CH:7]=[CH:6][CH:5]=[C:4]([Cl:8])[C:3]=1[N:9]1[CH:19]=[C:12]2[CH:13]=[N+:14]([O-])[CH:15]=[C:16]([F:17])[C:11]2=[N:10]1.P(Br)(Br)([Br:22])=O. (2) Given the product [CH3:10][O:11][C:12]1[CH:17]=[C:16]([N+:18]([O-:20])=[O:19])[CH:15]=[CH:14][C:13]=1[N:21]1[C:3](=[O:5])[CH:2]2[CH2:6][CH2:7][CH2:8][CH2:9][N:1]2[C:22]1=[O:23], predict the reactants needed to synthesize it. The reactants are: [NH:1]1[CH2:9][CH2:8][CH2:7][CH2:6][CH:2]1[C:3]([OH:5])=O.[CH3:10][O:11][C:12]1[CH:17]=[C:16]([N+:18]([O-:20])=[O:19])[CH:15]=[CH:14][C:13]=1[N:21]=[C:22]=[O:23].[OH-].[Na+]. (3) Given the product [S:7]([C:13]([C@@H:14]([C@H:16]([C@H:18]([C@@H:20]([CH2:22][OH:23])[OH:21])[OH:19])[OH:17])[OH:15])=[O:12])([C:4]1[CH:5]=[CH:6][C:1]([CH3:11])=[CH:2][CH:3]=1)(=[O:9])=[O:8], predict the reactants needed to synthesize it. The reactants are: [C:1]1([CH3:11])[CH:6]=[CH:5][C:4]([S:7](Cl)(=[O:9])=[O:8])=[CH:3][CH:2]=1.[O:12]=[CH:13][C@@H:14]([C@H:16]([C@H:18]([C@@H:20]([CH2:22][OH:23])[OH:21])[OH:19])[OH:17])[OH:15]. (4) Given the product [C:1]([O:5][C:6]([N:8]1[CH:9]2[CH2:15][CH2:14][CH:13]1[CH2:12][N:11]([C:17]1[CH:26]=[CH:25][C:24]3[C:19](=[CH:20][CH:21]=[C:22]([N+:27]([O-:29])=[O:28])[CH:23]=3)[N:18]=1)[CH2:10]2)=[O:7])([CH3:4])([CH3:2])[CH3:3], predict the reactants needed to synthesize it. The reactants are: [C:1]([O:5][C:6]([N:8]1[CH:13]2[CH2:14][CH2:15][CH:9]1[CH2:10][NH:11][CH2:12]2)=[O:7])([CH3:4])([CH3:3])[CH3:2].Cl[C:17]1[CH:26]=[CH:25][C:24]2[C:19](=[CH:20][CH:21]=[C:22]([N+:27]([O-:29])=[O:28])[CH:23]=2)[N:18]=1. (5) Given the product [CH2:1]([O:8][C:9]1[C:14]([CH3:15])=[CH:13][CH:12]=[CH:11][C:10]=1/[CH:16]=[CH:17]\[C:18]([N:42]=[N+:43]=[N-:44])=[O:20])[C:2]1[CH:7]=[CH:6][CH:5]=[CH:4][CH:3]=1, predict the reactants needed to synthesize it. The reactants are: [CH2:1]([O:8][C:9]1[C:14]([CH3:15])=[CH:13][CH:12]=[CH:11][C:10]=1/[CH:16]=[CH:17]\[C:18]([OH:20])=O)[C:2]1[CH:7]=[CH:6][CH:5]=[CH:4][CH:3]=1.C1(C)C=CC=CC=1.C1(P([N:42]=[N+:43]=[N-:44])(C2C=CC=CC=2)=O)C=CC=CC=1.C1CCN2C(=NCCC2)CC1. (6) Given the product [CH3:1][S:2]([CH2:5][O:6][C:7]1[CH:8]=[CH:9][C:10]([C:11]([NH:30][CH:23]2[CH:24]3[CH2:29][C:20]4([C:18]([OH:19])=[O:17])[CH2:27][CH:26]([CH2:28][CH:22]2[CH2:21]4)[CH2:25]3)=[O:13])=[CH:14][CH:15]=1)(=[O:3])=[O:4], predict the reactants needed to synthesize it. The reactants are: [CH3:1][S:2]([CH2:5][O:6][C:7]1[CH:15]=[CH:14][C:10]([C:11]([OH:13])=O)=[CH:9][CH:8]=1)(=[O:4])=[O:3].C[O:17][C:18]([C:20]12[CH2:29][CH:24]3[CH2:25][CH:26]([CH2:28][CH:22]([CH:23]3[NH2:30])[CH2:21]1)[CH2:27]2)=[O:19].